This data is from Full USPTO retrosynthesis dataset with 1.9M reactions from patents (1976-2016). The task is: Predict the reactants needed to synthesize the given product. (1) The reactants are: N1C2C=CC=C[C:4]=2N=N1.[CH3:10][C:11]1[C:16]([CH3:17])=[C:15]([CH:18]=O)[CH:14]=[CH:13][N:12]=1.[Cl:20][C:21]1[CH:26]=[CH:25][C:24]([N:27]2[CH2:32][CH2:31][NH:30][CH2:29][CH2:28]2)=[CH:23][C:22]=1[O:33][CH3:34]. Given the product [Cl:20][C:21]1[CH:26]=[CH:25][C:24]([N:27]2[CH2:28][CH2:29][N:30]([CH:18]([C:15]3[CH:14]=[CH:13][N:12]=[C:11]([CH3:10])[C:16]=3[CH3:17])[CH3:4])[CH2:31][CH2:32]2)=[CH:23][C:22]=1[O:33][CH3:34], predict the reactants needed to synthesize it. (2) Given the product [ClH:33].[NH2:25][C@@H:9]([C:4]1[CH:5]=[C:6]([F:8])[CH:7]=[C:2]([Br:1])[CH:3]=1)[CH2:10][N:11]([CH3:24])[S:12]([C:15]1[CH:20]=[CH:19][CH:18]=[CH:17][C:16]=1[N+:21]([O-:23])=[O:22])(=[O:14])=[O:13], predict the reactants needed to synthesize it. The reactants are: [Br:1][C:2]1[CH:3]=[C:4]([C@H:9]([NH:25]C(=O)OC(C)(C)C)[CH2:10][N:11]([CH3:24])[S:12]([C:15]2[CH:20]=[CH:19][CH:18]=[CH:17][C:16]=2[N+:21]([O-:23])=[O:22])(=[O:14])=[O:13])[CH:5]=[C:6]([F:8])[CH:7]=1.[ClH:33]. (3) The reactants are: [Si:1]([O:8][CH2:9][C:10]1[CH:18]=[CH:17][C:13]([C:14](O)=[O:15])=[CH:12][CH:11]=1)([C:4]([CH3:7])([CH3:6])[CH3:5])([CH3:3])[CH3:2].S(Cl)([Cl:21])=O. Given the product [Si:1]([O:8][CH2:9][C:10]1[CH:18]=[CH:17][C:13]([C:14]([Cl:21])=[O:15])=[CH:12][CH:11]=1)([C:4]([CH3:7])([CH3:6])[CH3:5])([CH3:3])[CH3:2], predict the reactants needed to synthesize it.